This data is from Full USPTO retrosynthesis dataset with 1.9M reactions from patents (1976-2016). The task is: Predict the reactants needed to synthesize the given product. (1) Given the product [C:1]([O:5][C:6]([N:8]1[CH2:13][CH2:12][N:11]2[C:14]([CH2:17][CH3:18])=[N:15][C:16]([Cl:32])=[C:10]2[CH:9]1[CH2:19][O:20][C:21]1[CH:22]=[CH:23][C:24]([C:27]([F:28])([F:29])[F:30])=[CH:25][CH:26]=1)=[O:7])([CH3:2])([CH3:3])[CH3:4], predict the reactants needed to synthesize it. The reactants are: [C:1]([O:5][C:6]([N:8]1[CH2:13][CH2:12][N:11]2[C:14]([CH2:17][CH3:18])=[N:15][CH:16]=[C:10]2[CH:9]1[CH2:19][O:20][C:21]1[CH:26]=[CH:25][C:24]([C:27]([F:30])([F:29])[F:28])=[CH:23][CH:22]=1)=[O:7])([CH3:4])([CH3:3])[CH3:2].C(Cl)[Cl:32].CO. (2) Given the product [F:12][C:9]1[CH:8]=[C:7]([CH2:13][CH2:14][CH3:15])[C:6]([C:16]#[CH:17])=[C:5]2[C:10]=1[CH:11]=[CH:2][CH:3]=[N:4]2, predict the reactants needed to synthesize it. The reactants are: C[C:2]1[C:3](C)=[N:4][C:5]2[C:10]([CH:11]=1)=[C:9]([F:12])[CH:8]=[C:7]([CH2:13][CH2:14][CH3:15])[C:6]=2[C:16]#[C:17]CO.[OH-].[Na+].C1(C)C=CC=CC=1. (3) Given the product [C:1]([C:5]1[CH:6]=[CH:7][C:8]([C:11]2[S:12][C:13]3[C:19]([N:20]4[CH2:25][CH2:24][N:23]([CH2:36][C:27]5[CH:28]=[N:29][C:30]6[C:35](=[CH:34][CH:33]=[CH:32][CH:31]=6)[N:26]=5)[CH2:22][CH2:21]4)=[CH:18][CH:17]=[CH:16][C:14]=3[N:15]=2)=[CH:9][CH:10]=1)([CH3:4])([CH3:2])[CH3:3], predict the reactants needed to synthesize it. The reactants are: [C:1]([C:5]1[CH:10]=[CH:9][C:8]([C:11]2[S:12][C:13]3[C:19]([N:20]4[CH2:25][CH2:24][NH:23][CH2:22][CH2:21]4)=[CH:18][CH:17]=[CH:16][C:14]=3[N:15]=2)=[CH:7][CH:6]=1)([CH3:4])([CH3:3])[CH3:2].[N:26]1[C:35]2[C:30](=[CH:31][CH:32]=[CH:33][CH:34]=2)[N:29]=[CH:28][C:27]=1[CH:36]=O.C(O[BH-](OC(=O)C)OC(=O)C)(=O)C.[Na+].